This data is from Full USPTO retrosynthesis dataset with 1.9M reactions from patents (1976-2016). The task is: Predict the reactants needed to synthesize the given product. (1) Given the product [Br:1][C:2]1[CH:3]=[C:4]2[C:8](=[C:9]([C:11]([O:13][CH2:14][CH3:15])=[O:12])[CH:10]=1)[NH:7][CH:6]=[C:5]2[CH:16]1[CH2:20][CH2:19][S:43](=[O:45])(=[O:42])[CH2:17]1, predict the reactants needed to synthesize it. The reactants are: [Br:1][C:2]1[CH:3]=[C:4]2[C:8](=[C:9]([C:11]([O:13][CH2:14][CH3:15])=[O:12])[CH:10]=1)[NH:7][CH:6]=[C:5]2[CH:16]1[CH2:20][CH2:19]S[CH2:17]1.C(N(CC(O)=O)CC(O)=O)CN(CC(O)=O)CC(O)=O.O[O:42][S:43]([O-:45])=O.[K+].C(=O)(O)[O-].[Na+]. (2) Given the product [CH2:11]([N:10]1[C:9]2[CH:8]=[CH:7][C:4]([C:5]#[N:6])=[CH:3][C:2]=2[N:1]=[C:26]1[CH2:25][C:24]1[N:20]([C:16]2[CH:17]=[CH:18][CH:19]=[C:14]([F:13])[CH:15]=2)[N:21]=[CH:22][CH:23]=1)[CH3:12], predict the reactants needed to synthesize it. The reactants are: [NH2:1][C:2]1[CH:3]=[C:4]([CH:7]=[CH:8][C:9]=1[NH:10][CH2:11][CH3:12])[C:5]#[N:6].[F:13][C:14]1[CH:15]=[C:16]([N:20]2[C:24]([CH2:25][C:26](O)=O)=[CH:23][CH:22]=[N:21]2)[CH:17]=[CH:18][CH:19]=1.Cl.CN(C)CCCN=C=NCC. (3) Given the product [Cl:8][C:6]1[N:5]=[C:4]([S:9][CH3:10])[N:3]=[C:2]([NH:11][C:12]2[NH:13][N:14]=[C:15]([CH3:17])[CH:16]=2)[CH:7]=1, predict the reactants needed to synthesize it. The reactants are: Cl[C:2]1[CH:7]=[C:6]([Cl:8])[N:5]=[C:4]([S:9][CH3:10])[N:3]=1.[NH2:11][C:12]1[CH:16]=[C:15]([CH3:17])[NH:14][N:13]=1.C(N(C(C)C)CC)(C)C.[I-].[Na+]. (4) Given the product [CH2:17]([O:10][C:9]([C:3]1[C:2]([Br:1])=[CH:7][CH:6]=[C:5]([Cl:8])[N:4]=1)=[O:11])[CH3:18], predict the reactants needed to synthesize it. The reactants are: [Br:1][C:2]1[C:3]([C:9]([OH:11])=[O:10])=[N:4][C:5]([Cl:8])=[CH:6][CH:7]=1.S(=O)(=O)(O)O.[C:17]1(C)C=CC=C[CH:18]=1. (5) Given the product [Cl:1][C:2]1[CH:7]=[CH:6][C:5]([C:8]2[C:9]([CH:14]=[N:22][S:20]([C:17]([CH3:19])([CH3:18])[CH3:16])=[O:21])=[N:10][CH:11]=[CH:12][N:13]=2)=[CH:4][CH:3]=1, predict the reactants needed to synthesize it. The reactants are: [Cl:1][C:2]1[CH:7]=[CH:6][C:5]([C:8]2[C:9]([CH:14]=O)=[N:10][CH:11]=[CH:12][N:13]=2)=[CH:4][CH:3]=1.[CH3:16][C:17]([S@@:20]([NH2:22])=[O:21])([CH3:19])[CH3:18]. (6) Given the product [CH:4]([C@@H:3]1[CH2:2][C@H:18]2[C@H:17]([CH2:19]2)[CH2:16][N:15]1[C:21]([O:23][C:24]([CH3:27])([CH3:26])[CH3:25])=[O:22])=[CH2:5], predict the reactants needed to synthesize it. The reactants are: [Li][CH2:2][CH2:3][CH2:4][CH3:5].CCCCCC.C([C@@H]1C[C@H:19]2[C@H:17]([CH2:18]2)[CH2:16][N:15]1[C:21]([O:23][C:24]([CH3:27])([CH3:26])[CH3:25])=[O:22])=O. (7) Given the product [CH3:12][O:13][C:14](=[O:26])[CH2:15][C@H:16]1[C:20]2[CH:21]=[CH:22][C:23]([O:11][C@@H:8]3[C:9]4[C:5](=[CH:4][CH:3]=[C:2]([Br:1])[CH:10]=4)[CH2:6][CH2:7]3)=[CH:24][C:19]=2[O:18][CH2:17]1, predict the reactants needed to synthesize it. The reactants are: [Br:1][C:2]1[CH:10]=[C:9]2[C:5]([CH2:6][CH2:7][C@H:8]2[OH:11])=[CH:4][CH:3]=1.[CH3:12][O:13][C:14](=[O:26])[CH2:15][C@H:16]1[C:20]2[CH:21]=[CH:22][C:23](O)=[CH:24][C:19]=2[O:18][CH2:17]1. (8) Given the product [C:13]([C:10]1[CH:11]=[CH:12][C:7](/[CH:21]=[CH:20]/[C:19]([O:23][C:24]([CH3:27])([CH3:26])[CH3:25])=[O:22])=[C:8]([O:15][CH3:16])[CH:9]=1)#[N:14], predict the reactants needed to synthesize it. The reactants are: FC(F)(F)S(O[C:7]1[CH:12]=[CH:11][C:10]([C:13]#[N:14])=[CH:9][C:8]=1[O:15][CH3:16])(=O)=O.[C:19]([O:23][C:24]([CH3:27])([CH3:26])[CH3:25])(=[O:22])[CH:20]=[CH2:21].C(N(CC)CC)C. (9) Given the product [C:1]1([S:7]([N:10]2[C:14]3=[N:15][CH:16]=[C:17]([O:19][CH3:20])[CH:18]=[C:13]3[CH:12]=[C:11]2[C:21]([C:47]2[CH:48]=[CH:49][C:44]([S:41]([CH3:40])(=[O:43])=[O:42])=[CH:45][CH:46]=2)=[CH:22][CH:23]2[CH2:28][CH2:27][O:26][CH2:25][CH2:24]2)(=[O:9])=[O:8])[CH:2]=[CH:3][CH:4]=[CH:5][CH:6]=1, predict the reactants needed to synthesize it. The reactants are: [C:1]1([S:7]([N:10]2[C:14]3=[N:15][CH:16]=[C:17]([O:19][CH3:20])[CH:18]=[C:13]3[CH:12]=[C:11]2[C:21](OS(C2C=CC(C)=CC=2)(=O)=O)=[CH:22][CH:23]2[CH2:28][CH2:27][O:26][CH2:25][CH2:24]2)(=[O:9])=[O:8])[CH:6]=[CH:5][CH:4]=[CH:3][CH:2]=1.[CH3:40][S:41]([C:44]1[CH:49]=[CH:48][C:47](B(O)O)=[CH:46][CH:45]=1)(=[O:43])=[O:42].C(=O)([O-])[O-].[Na+].[Na+]. (10) Given the product [CH2:32]([NH:39][C:40]1[CH:45]=[N:44][CH:43]=[C:42]([C:9]2[CH:14]=[CH:13][N:12]=[C:11]3[NH:15][C:16]([CH:18]4[CH2:19][CH2:20][NH:21][CH2:22][CH2:23]4)=[CH:17][C:10]=23)[N:41]=1)[C:33]1[CH:38]=[CH:37][CH:36]=[CH:35][CH:34]=1.[F:72][C:73]([F:78])([F:77])[C:74]([O-:76])=[O:75], predict the reactants needed to synthesize it. The reactants are: CC1(C)C(C)(C)OB([C:9]2[CH:14]=[CH:13][N:12]=[C:11]3[NH:15][C:16]([CH:18]4[CH2:23][CH2:22][N:21](C(OC(C)(C)C)=O)[CH2:20][CH2:19]4)=[CH:17][C:10]=23)O1.[CH2:32]([NH:39][C:40]1[CH:45]=[N:44][CH:43]=[C:42](Br)[N:41]=1)[C:33]1[CH:38]=[CH:37][CH:36]=[CH:35][CH:34]=1.C1(P(C2CCCCC2)C2CCCCC2)CCCCC1.C(=O)([O-])[O-].[Cs+].[Cs+].[F:72][C:73]([F:78])([F:77])[C:74]([OH:76])=[O:75].